From a dataset of NCI-60 drug combinations with 297,098 pairs across 59 cell lines. Regression. Given two drug SMILES strings and cell line genomic features, predict the synergy score measuring deviation from expected non-interaction effect. (1) Drug 1: C1=NC2=C(N=C(N=C2N1C3C(C(C(O3)CO)O)F)Cl)N. Drug 2: C1CNP(=O)(OC1)N(CCCl)CCCl. Cell line: NCI-H522. Synergy scores: CSS=0.959, Synergy_ZIP=-2.00, Synergy_Bliss=-3.88, Synergy_Loewe=-1.19, Synergy_HSA=-2.14. (2) Drug 1: COC1=C(C=C2C(=C1)N=CN=C2NC3=CC(=C(C=C3)F)Cl)OCCCN4CCOCC4. Drug 2: CC1=C2C(C(=O)C3(C(CC4C(C3C(C(C2(C)C)(CC1OC(=O)C(C(C5=CC=CC=C5)NC(=O)C6=CC=CC=C6)O)O)OC(=O)C7=CC=CC=C7)(CO4)OC(=O)C)O)C)OC(=O)C. Cell line: SK-OV-3. Synergy scores: CSS=67.9, Synergy_ZIP=-1.90, Synergy_Bliss=-2.02, Synergy_Loewe=1.06, Synergy_HSA=3.92. (3) Drug 1: C1=NC2=C(N1)C(=S)N=CN2. Drug 2: CS(=O)(=O)OCCCCOS(=O)(=O)C. Cell line: MDA-MB-435. Synergy scores: CSS=45.4, Synergy_ZIP=1.08, Synergy_Bliss=1.17, Synergy_Loewe=-44.6, Synergy_HSA=0.293. (4) Drug 1: C1CC(=O)NC(=O)C1N2CC3=C(C2=O)C=CC=C3N. Drug 2: CN(C)C1=NC(=NC(=N1)N(C)C)N(C)C. Cell line: HCC-2998. Synergy scores: CSS=0.408, Synergy_ZIP=3.22, Synergy_Bliss=4.72, Synergy_Loewe=0.948, Synergy_HSA=0.0400. (5) Drug 1: C1=CN(C=N1)CC(O)(P(=O)(O)O)P(=O)(O)O. Drug 2: B(C(CC(C)C)NC(=O)C(CC1=CC=CC=C1)NC(=O)C2=NC=CN=C2)(O)O. Cell line: HL-60(TB). Synergy scores: CSS=47.4, Synergy_ZIP=0.618, Synergy_Bliss=1.85, Synergy_Loewe=-24.0, Synergy_HSA=0.492. (6) Drug 1: CCCCC(=O)OCC(=O)C1(CC(C2=C(C1)C(=C3C(=C2O)C(=O)C4=C(C3=O)C=CC=C4OC)O)OC5CC(C(C(O5)C)O)NC(=O)C(F)(F)F)O. Drug 2: CN(CC1=CN=C2C(=N1)C(=NC(=N2)N)N)C3=CC=C(C=C3)C(=O)NC(CCC(=O)O)C(=O)O. Cell line: SK-MEL-5. Synergy scores: CSS=63.7, Synergy_ZIP=-6.83, Synergy_Bliss=-11.0, Synergy_Loewe=-23.6, Synergy_HSA=-10.3. (7) Drug 1: CN(C)N=NC1=C(NC=N1)C(=O)N. Drug 2: CN(CC1=CN=C2C(=N1)C(=NC(=N2)N)N)C3=CC=C(C=C3)C(=O)NC(CCC(=O)O)C(=O)O. Cell line: A498. Synergy scores: CSS=24.6, Synergy_ZIP=-5.57, Synergy_Bliss=-3.70, Synergy_Loewe=-14.6, Synergy_HSA=-3.41.